This data is from Full USPTO retrosynthesis dataset with 1.9M reactions from patents (1976-2016). The task is: Predict the reactants needed to synthesize the given product. (1) Given the product [CH2:1]([S:8]([NH:11][C:12]1[C:13](=[O:23])[N:14]([CH2:19][C:20]([NH:35][CH:31]2[CH2:30][CH2:29][C:28]3[C:33](=[CH:34][N:26]([CH3:25])[N:27]=3)[CH2:32]2)=[O:21])[C:15]([CH3:18])=[CH:16][CH:17]=1)(=[O:10])=[O:9])[C:2]1[CH:7]=[CH:6][CH:5]=[CH:4][CH:3]=1, predict the reactants needed to synthesize it. The reactants are: [CH2:1]([S:8]([NH:11][C:12]1[C:13](=[O:23])[N:14]([CH2:19][C:20](O)=[O:21])[C:15]([CH3:18])=[CH:16][CH:17]=1)(=[O:10])=[O:9])[C:2]1[CH:7]=[CH:6][CH:5]=[CH:4][CH:3]=1.Cl.[CH3:25][N:26]1[CH:34]=[C:33]2[C:28]([CH2:29][CH2:30][CH:31]([NH2:35])[CH2:32]2)=[N:27]1. (2) Given the product [CH2:33]([O:32][C:30]([C:28]1[N:27]=[N:26][N:25]([C:13]2[N:12]=[C:11]3[C:16]([N:17]=[CH:18][N:10]3[CH:3]3[C@H:2]([OH:1])[C@H:6]([OH:7])[C@@H:5]([CH2:8][OH:9])[O:4]3)=[C:15]([NH:19][CH:20]3[CH2:24][CH2:23][CH2:22][CH2:21]3)[N:14]=2)[CH:29]=1)=[O:31])[CH3:34].[OH:1][C@@H:2]1[C@H:6]([OH:7])[C@@H:5]([CH2:8][OH:9])[O:4][C@H:3]1[N:10]1[CH:18]=[N:17][C:16]2[C:11]1=[N:12][C:13]([N:25]1[CH:29]=[C:28]([C:30]([NH:36][CH3:35])=[O:32])[N:27]=[N:26]1)=[N:14][C:15]=2[NH:19][CH:20]1[CH2:21][CH2:22][CH2:23][CH2:24]1, predict the reactants needed to synthesize it. The reactants are: [OH:1][C@@H:2]1[C@H:6]([OH:7])[C@@H:5]([CH2:8][OH:9])[O:4][CH:3]1[N:10]1[CH:18]=[N:17][C:16]2[C:11]1=[N:12][C:13]([N:25]1[CH:29]=[C:28]([C:30]([O:32][CH2:33][CH3:34])=[O:31])[N:27]=[N:26]1)=[N:14][C:15]=2[NH:19][CH:20]1[CH2:24][CH2:23][CH2:22][CH2:21]1.[CH3:35][NH2:36]. (3) Given the product [Cl:9][C:10]1[CH:18]=[C:17]([Cl:19])[CH:16]=[C:15]2[C:11]=1[CH:12]=[C:13]([C:20]([NH:8][CH:6]1[CH2:7][N:4]([CH3:3])[CH2:5]1)=[O:21])[NH:14]2, predict the reactants needed to synthesize it. The reactants are: Cl.Cl.[CH3:3][N:4]1[CH2:7][CH:6]([NH2:8])[CH2:5]1.[Cl:9][C:10]1[CH:18]=[C:17]([Cl:19])[CH:16]=[C:15]2[C:11]=1[CH:12]=[C:13]([C:20](O)=[O:21])[NH:14]2.N. (4) Given the product [CH2:1]([C:3]1[N:4]([CH2:14][C:15]2[CH:20]=[CH:19][CH:18]=[CH:17][CH:16]=2)[C:5]2[C:10]([CH:11]=1)=[C:9]([OH:12])[CH:8]=[CH:7][CH:6]=2)[CH3:2], predict the reactants needed to synthesize it. The reactants are: [CH2:1]([C:3]1[N:4]([CH2:14][C:15]2[CH:20]=[CH:19][CH:18]=[CH:17][CH:16]=2)[C:5]2[C:10]([CH:11]=1)=[C:9]([O:12]C)[CH:8]=[CH:7][CH:6]=2)[CH3:2].B(Br)(Br)Br. (5) Given the product [CH2:30]([N:37]([CH2:44][C:45]1[CH:50]=[CH:49][CH:48]=[C:47]([C:2]2[CH:29]=[CH:28][C:5]3[N:6]([C:9]([C:10]4[CH:15]=[CH:14][CH:13]=[CH:12][CH:11]=4)([C:16]4[CH:17]=[CH:18][CH:19]=[CH:20][CH:21]=4)[C:22]4[CH:27]=[CH:26][CH:25]=[CH:24][CH:23]=4)[N:7]=[N:8][C:4]=3[CH:3]=2)[CH:46]=1)[CH2:38][CH2:39][CH2:40][N:41]([CH3:43])[CH3:42])[C:31]1[CH:36]=[CH:35][CH:34]=[CH:33][CH:32]=1, predict the reactants needed to synthesize it. The reactants are: Br[C:2]1[CH:29]=[CH:28][C:5]2[N:6]([C:9]([C:22]3[CH:27]=[CH:26][CH:25]=[CH:24][CH:23]=3)([C:16]3[CH:21]=[CH:20][CH:19]=[CH:18][CH:17]=3)[C:10]3[CH:15]=[CH:14][CH:13]=[CH:12][CH:11]=3)[N:7]=[N:8][C:4]=2[CH:3]=1.[CH2:30]([N:37]([CH2:44][C:45]1[CH:50]=[CH:49][CH:48]=[C:47](B)[CH:46]=1)[CH2:38][CH2:39][CH2:40][N:41]([CH3:43])[CH3:42])[C:31]1[CH:36]=[CH:35][CH:34]=[CH:33][CH:32]=1.C(=O)([O-])[O-].[Cs+].[Cs+].O.C(Cl)Cl. (6) Given the product [CH:42]([OH:44])=[O:43].[Cl:1][C:2]1[CH:3]=[CH:4][C:5]([O:47][CH:48]([F:50])[F:49])=[C:6]([C:8]2[C:12]([NH:13][C:14]([C:16]3[CH:17]=[N:18][N:19]4[CH:24]=[CH:23][CH:22]=[N:21][C:20]=34)=[O:15])=[CH:11][N:10]([CH2:25][C:26]([N:28]3[CH2:29][CH2:30][N:31]([CH2:34][CH2:35][N:56]4[CH2:57][CH2:58][C:53]([CH3:52])([C:59]([O:61][CH2:62][CH3:63])=[O:60])[CH2:54][CH2:55]4)[CH2:32][CH2:33]3)=[O:27])[N:9]=2)[CH:7]=1, predict the reactants needed to synthesize it. The reactants are: [Cl:1][C:2]1[CH:3]=[CH:4][C:5]([O:47][CH:48]([F:50])[F:49])=[C:6]([C:8]2[C:12]([NH:13][C:14]([C:16]3[CH:17]=[N:18][N:19]4[CH:24]=[CH:23][CH:22]=[N:21][C:20]=34)=[O:15])=[CH:11][N:10]([CH2:25][C:26]([N:28]3[CH2:33][CH2:32][N:31]([CH2:34][CH2:35]N4CCC([C:42]([O:44]CC)=[O:43])CC4)[CH2:30][CH2:29]3)=[O:27])[N:9]=2)[CH:7]=1.Cl.[CH3:52][C:53]1([C:59]([O:61][CH2:62][CH3:63])=[O:60])[CH2:58][CH2:57][NH:56][CH2:55][CH2:54]1. (7) Given the product [C:1]([O:5][C:6](=[O:34])[CH2:7][N:8]1[C:16]2[C:11](=[CH:12][C:13]([Cl:17])=[CH:14][CH:15]=2)[C:10]2([C:21](=[O:22])[N:20]([CH2:23][C:24]3[CH:29]=[C:28]([Cl:30])[CH:27]=[CH:26][C:25]=3[F:31])[C:19](=[O:32])[N:18]2[CH3:35])[C:9]1=[O:33])([CH3:4])([CH3:2])[CH3:3], predict the reactants needed to synthesize it. The reactants are: [C:1]([O:5][C:6](=[O:34])[CH2:7][N:8]1[C:16]2[C:11](=[CH:12][C:13]([Cl:17])=[CH:14][CH:15]=2)[C:10]2([C:21](=[O:22])[N:20]([CH2:23][C:24]3[CH:29]=[C:28]([Cl:30])[CH:27]=[CH:26][C:25]=3[F:31])[C:19](=[O:32])[NH:18]2)[C:9]1=[O:33])([CH3:4])([CH3:3])[CH3:2].[C:35]([O-])([O-])=O.[K+].[K+].IC. (8) Given the product [Ag:14].[NH:1]1[C:5]2[CH:6]=[CH:7][CH:8]=[CH:9][C:4]=2[N:3]=[N:2]1, predict the reactants needed to synthesize it. The reactants are: [NH:1]1[C:5]2[CH:6]=[CH:7][CH:8]=[CH:9][C:4]=2[N:3]=[N:2]1.[N+]([O-])([O-])=O.[Ag+:14].